From a dataset of NCI-60 drug combinations with 297,098 pairs across 59 cell lines. Regression. Given two drug SMILES strings and cell line genomic features, predict the synergy score measuring deviation from expected non-interaction effect. (1) Drug 1: C1=C(C(=O)NC(=O)N1)N(CCCl)CCCl. Drug 2: CC1CCCC2(C(O2)CC(NC(=O)CC(C(C(=O)C(C1O)C)(C)C)O)C(=CC3=CSC(=N3)C)C)C. Cell line: OVCAR-4. Synergy scores: CSS=-4.12, Synergy_ZIP=-1.04, Synergy_Bliss=-6.29, Synergy_Loewe=-6.87, Synergy_HSA=-6.75. (2) Drug 1: COC1=NC(=NC2=C1N=CN2C3C(C(C(O3)CO)O)O)N. Drug 2: CN(CCCl)CCCl.Cl. Cell line: SK-MEL-2. Synergy scores: CSS=-3.60, Synergy_ZIP=0.201, Synergy_Bliss=0.906, Synergy_Loewe=-15.1, Synergy_HSA=-3.85. (3) Drug 1: CCC1=CC2CC(C3=C(CN(C2)C1)C4=CC=CC=C4N3)(C5=C(C=C6C(=C5)C78CCN9C7C(C=CC9)(C(C(C8N6C)(C(=O)OC)O)OC(=O)C)CC)OC)C(=O)OC.C(C(C(=O)O)O)(C(=O)O)O. Drug 2: C(CCl)NC(=O)N(CCCl)N=O. Cell line: SW-620. Synergy scores: CSS=47.2, Synergy_ZIP=-3.31, Synergy_Bliss=-1.97, Synergy_Loewe=-8.58, Synergy_HSA=-1.26.